From a dataset of NCI-60 drug combinations with 297,098 pairs across 59 cell lines. Regression. Given two drug SMILES strings and cell line genomic features, predict the synergy score measuring deviation from expected non-interaction effect. Drug 1: CC12CCC(CC1=CCC3C2CCC4(C3CC=C4C5=CN=CC=C5)C)O. Drug 2: C1=NC2=C(N1)C(=S)N=C(N2)N. Cell line: SW-620. Synergy scores: CSS=17.8, Synergy_ZIP=1.36, Synergy_Bliss=2.27, Synergy_Loewe=-2.29, Synergy_HSA=1.57.